Dataset: NCI-60 drug combinations with 297,098 pairs across 59 cell lines. Task: Regression. Given two drug SMILES strings and cell line genomic features, predict the synergy score measuring deviation from expected non-interaction effect. (1) Drug 1: CN(C)N=NC1=C(NC=N1)C(=O)N. Drug 2: CC1=C2C(C(=O)C3(C(CC4C(C3C(C(C2(C)C)(CC1OC(=O)C(C(C5=CC=CC=C5)NC(=O)C6=CC=CC=C6)O)O)OC(=O)C7=CC=CC=C7)(CO4)OC(=O)C)O)C)OC(=O)C. Cell line: K-562. Synergy scores: CSS=45.9, Synergy_ZIP=3.89, Synergy_Bliss=6.16, Synergy_Loewe=-22.6, Synergy_HSA=4.12. (2) Drug 1: C1=NC(=NC(=O)N1C2C(C(C(O2)CO)O)O)N. Drug 2: CCC1(CC2CC(C3=C(CCN(C2)C1)C4=CC=CC=C4N3)(C5=C(C=C6C(=C5)C78CCN9C7C(C=CC9)(C(C(C8N6C)(C(=O)OC)O)OC(=O)C)CC)OC)C(=O)OC)O.OS(=O)(=O)O. Cell line: HCC-2998. Synergy scores: CSS=-2.67, Synergy_ZIP=3.19, Synergy_Bliss=2.72, Synergy_Loewe=-0.528, Synergy_HSA=-1.78.